This data is from Full USPTO retrosynthesis dataset with 1.9M reactions from patents (1976-2016). The task is: Predict the reactants needed to synthesize the given product. (1) Given the product [CH3:38][O:37][C:12]1[CH:11]=[CH:10][C:9]([C:6]2[CH:5]=[CH:4][C:3]([C:1]#[N:2])=[N:8][CH:7]=2)=[CH:36][C:13]=1[CH2:14][O:15][CH2:16][C:17]1([C:30]2[CH:35]=[CH:34][CH:33]=[CH:32][CH:31]=2)[CH2:18][CH2:19][NH:20][CH2:21][CH2:22]1, predict the reactants needed to synthesize it. The reactants are: [C:1]([C:3]1[N:8]=[CH:7][C:6]([C:9]2[CH:10]=[CH:11][C:12]([O:37][CH3:38])=[C:13]([CH:36]=2)[CH2:14][O:15][CH2:16][C:17]2([C:30]3[CH:35]=[CH:34][CH:33]=[CH:32][CH:31]=3)[CH2:22][CH2:21][N:20](C(OC(C)(C)C)=O)[CH2:19][CH2:18]2)=[CH:5][CH:4]=1)#[N:2].FC(F)(F)C(O)=O.CN(C)C. (2) Given the product [C:18]([C:20]1[CH:45]=[CH:44][CH:43]=[CH:42][C:21]=1[O:22][C:23]1[C:28]([O:29][C:30]2[CH:31]=[N:32][C:33]([S:36]([CH3:39])(=[O:37])=[O:38])=[CH:34][CH:35]=2)=[CH:27][C:26]2[NH:40][C:7]([C:2]3[CH:3]=[CH:4][CH:5]=[CH:6][N:1]=3)=[N:41][C:25]=2[CH:24]=1)#[N:19], predict the reactants needed to synthesize it. The reactants are: [N:1]1[CH:6]=[CH:5][CH:4]=[CH:3][C:2]=1[CH:7]=O.[N+](C1C=CC=CC=1)([O-])=O.[C:18]([C:20]1[CH:45]=[CH:44][CH:43]=[CH:42][C:21]=1[O:22][C:23]1[CH:24]=[C:25]([NH2:41])[C:26]([NH2:40])=[CH:27][C:28]=1[O:29][C:30]1[CH:31]=[N:32][C:33]([S:36]([CH3:39])(=[O:38])=[O:37])=[CH:34][CH:35]=1)#[N:19]. (3) Given the product [C:30]([O:29][C@@H:28]1[C@@H:33]([O:34][C:35](=[O:37])[CH3:36])[C@H:38]([O:39][C:40](=[O:42])[CH3:41])[C@@H:43]([CH2:45][O:46][C:47](=[O:49])[CH3:48])[O:44][C@H:27]1[C:25]1[CH:26]=[C:21]([CH2:20][C:19]2[CH:18]=[CH:17][C:16]([CH2:15][CH2:14][NH:13][C:1]([NH:70][C:65]([CH2:68][OH:69])([CH2:66][OH:67])[CH2:64][OH:71])=[O:2])=[CH:56][CH:55]=2)[C:22]([CH3:54])=[CH:23][C:24]=1[O:50][C:51](=[O:53])[CH3:52])(=[O:32])[CH3:31], predict the reactants needed to synthesize it. The reactants are: [C:1](N1C=CN=C1)(N1C=CN=C1)=[O:2].[NH2:13][CH2:14][CH2:15][C:16]1[CH:56]=[CH:55][C:19]([CH2:20][C:21]2[C:22]([CH3:54])=[CH:23][C:24]([O:50][C:51](=[O:53])[CH3:52])=[C:25]([C@@H:27]3[O:44][C@H:43]([CH2:45][O:46][C:47](=[O:49])[CH3:48])[C@@H:38]([O:39][C:40](=[O:42])[CH3:41])[C@H:33]([O:34][C:35](=[O:37])[CH3:36])[C@H:28]3[O:29][C:30](=[O:32])[CH3:31])[CH:26]=2)=[CH:18][CH:17]=1.CN1CCOCC1.[CH2:64]([OH:71])[C:65]([NH2:70])([CH2:68][OH:69])[CH2:66][OH:67]. (4) Given the product [OH:31][C@@H:28]([CH2:29][OH:30])[CH2:27][O:1][C:2]1[C:7]([CH3:8])=[CH:6][C:5]([CH2:9][CH2:10][C:11]([C:13]2[S:14][CH:15]=[C:16]([CH2:21][CH:22]([CH3:24])[CH3:23])[C:17]=2[CH2:18][CH2:19][CH3:20])=[O:12])=[CH:4][C:3]=1[CH3:25], predict the reactants needed to synthesize it. The reactants are: [OH:1][C:2]1[C:7]([CH3:8])=[CH:6][C:5]([CH2:9][CH2:10][C:11]([C:13]2[S:14][CH:15]=[C:16]([CH2:21][CH:22]([CH3:24])[CH3:23])[C:17]=2[CH2:18][CH2:19][CH3:20])=[O:12])=[CH:4][C:3]=1[CH3:25].Cl[CH2:27][C@@H:28]([OH:31])[CH2:29][OH:30].